The task is: Predict which catalyst facilitates the given reaction.. This data is from Catalyst prediction with 721,799 reactions and 888 catalyst types from USPTO. Reactant: [CH3:1][C:2]([O-:5])(C)C.[K+].[CH2:7]1[C@@H:11]([OH:12])[CH2:10][NH:9][CH2:8]1.[C:13]([O:17][C:18]([N:20]1[CH2:25][CH2:24][CH:23]([C:26]2[C:35]3[C:30](=[CH:31][C:32](F)=[CH:33][CH:34]=3)[N:29]=[CH:28][N:27]=2)[CH2:22][CH2:21]1)=[O:19])([CH3:16])([CH3:15])[CH3:14]. Product: [C:13]([O:17][C:18]([N:20]1[CH2:25][CH2:24][CH:23]([C:26]2[C:35]3[C:30](=[CH:31][C:32]([O:12][CH:11]4[CH2:7][CH2:8][N:9]([C:2](=[O:5])[CH3:1])[CH2:10]4)=[CH:33][CH:34]=3)[N:29]=[CH:28][N:27]=2)[CH2:22][CH2:21]1)=[O:19])([CH3:16])([CH3:15])[CH3:14]. The catalyst class is: 1.